This data is from Forward reaction prediction with 1.9M reactions from USPTO patents (1976-2016). The task is: Predict the product of the given reaction. (1) Given the reactants [NH2:1][C:2]1[CH:11]=[CH:10][CH:9]=[C:8]2[C:3]=1[CH:4]=[C:5]([CH3:12])[N:6]=[CH:7]2.N1C=CC=CC=1.Cl[C:20](OC1C=CC=CC=1)=[O:21].C(N(CC)CC)C.[F:36][C:37]([F:50])([F:49])[C:38]1[CH:39]=[CH:40][C:41]([N:44]2[CH2:47][CH:46]([NH2:48])[CH2:45]2)=[N:42][CH:43]=1, predict the reaction product. The product is: [CH3:12][C:5]1[N:6]=[CH:7][C:8]2[C:3]([CH:4]=1)=[C:2]([NH:1][C:20]([NH:48][CH:46]1[CH2:45][N:44]([C:41]3[CH:40]=[CH:39][C:38]([C:37]([F:36])([F:49])[F:50])=[CH:43][N:42]=3)[CH2:47]1)=[O:21])[CH:11]=[CH:10][CH:9]=2. (2) Given the reactants [F:1][C:2]1[CH:17]=[C:16]([CH:18]=O)[CH:15]=[CH:14][C:3]=1[O:4][C:5]1[N:6]=[CH:7][C:8]([C:11]([NH2:13])=[O:12])=[N:9][CH:10]=1.[CH:20]([O:23][CH2:24][CH2:25][CH2:26][NH2:27])([CH3:22])[CH3:21].[BH4-].[Na+], predict the reaction product. The product is: [F:1][C:2]1[CH:17]=[C:16]([CH2:18][NH:27][CH2:26][CH2:25][CH2:24][O:23][CH:20]([CH3:22])[CH3:21])[CH:15]=[CH:14][C:3]=1[O:4][C:5]1[N:6]=[CH:7][C:8]([C:11]([NH2:13])=[O:12])=[N:9][CH:10]=1. (3) Given the reactants [NH:1]1[C:10]2[C:5](=[CH:6][C:7]3[CH2:15][CH2:14][N:13](C(OC(C)(C)C)=[O:17])[CH2:12][CH2:11][C:8]=3[CH:9]=2)[CH2:4][CH2:3][CH2:2]1.C(N(CC)CC)C.Cl[C:31]([O:33][CH2:34][CH3:35])=[O:32].[CH3:36][CH2:37][O:38][C:39]([CH3:41])=[O:40], predict the reaction product. The product is: [C:34]([OH:33])(=[O:17])/[CH:35]=[CH:41]/[C:39]([OH:38])=[O:40].[N:1]1([C:31]([O:33][CH2:34][CH3:35])=[O:32])[C:10]2[C:5](=[CH:6][C:7]3[CH2:15][CH2:14][NH:13][CH2:12][CH2:11][C:8]=3[CH:9]=2)[CH2:4][CH2:3][CH2:2]1.[CH2:37]([O:38][C:39]([N:1]1[C:10]2[C:5](=[CH:6][C:7]3[CH2:15][CH2:14][NH:13][CH2:12][CH2:11][C:8]=3[CH:9]=2)[CH2:4][CH2:3][CH2:2]1)=[O:40])[CH3:36]. (4) Given the reactants O.O.[Sn](Cl)Cl.Cl.[N+:7]([C:10]1[CH:29]=[CH:28][C:13]([CH2:14][N:15]2[C:19]([C:20]([F:23])([F:22])[F:21])=[CH:18][C:17]([C:24]([F:27])([F:26])[F:25])=[N:16]2)=[CH:12][CH:11]=1)([O-])=O.[OH-].[Na+], predict the reaction product. The product is: [F:27][C:24]([F:25])([F:26])[C:17]1[CH:18]=[C:19]([C:20]([F:23])([F:21])[F:22])[N:15]([CH2:14][C:13]2[CH:28]=[CH:29][C:10]([NH2:7])=[CH:11][CH:12]=2)[N:16]=1. (5) The product is: [Cl:19][C:20]1[CH:21]=[CH:22][C:23]([O:27][CH2:28][CH2:29][CH2:30][N:31]([CH3:32])[CH3:33])=[C:24]([NH:26][C:8]([NH:9][C:10]2[CH:15]=[CH:14][C:13]([C:16]#[N:17])=[CH:12][N:11]=2)=[O:18])[CH:25]=1. Given the reactants C1(O[C:8](=[O:18])[NH:9][C:10]2[CH:15]=[CH:14][C:13]([C:16]#[N:17])=[CH:12][N:11]=2)C=CC=CC=1.[Cl:19][C:20]1[CH:21]=[CH:22][C:23]([O:27][CH2:28][CH2:29][CH2:30][N:31]([CH3:33])[CH3:32])=[C:24]([NH2:26])[CH:25]=1, predict the reaction product. (6) Given the reactants [CH3:1][O:2][C:3]1[CH:4]=[C:5]([NH:14][C:15](=[O:35])[CH:16]([N:21]2[CH2:26][CH2:25][CH:24]([NH:27]C(=O)OC(C)(C)C)[CH2:23][CH2:22]2)[CH2:17][CH:18]([CH3:20])[CH3:19])[CH:6]=[CH:7][C:8]=1[C:9]1[O:13][CH:12]=[N:11][CH:10]=1.C(O)(C(F)(F)F)=O, predict the reaction product. The product is: [NH2:27][CH:24]1[CH2:25][CH2:26][N:21]([CH:16]([CH2:17][CH:18]([CH3:20])[CH3:19])[C:15]([NH:14][C:5]2[CH:6]=[CH:7][C:8]([C:9]3[O:13][CH:12]=[N:11][CH:10]=3)=[C:3]([O:2][CH3:1])[CH:4]=2)=[O:35])[CH2:22][CH2:23]1. (7) Given the reactants [CH:1]1([CH2:4][O:5][C:6]2[CH:11]=[CH:10][C:9]([S:12]([CH3:15])(=[O:14])=[O:13])=[CH:8][C:7]=2B2OC(C)(C)C(C)(C)O2)[CH2:3][CH2:2]1.Br[C:26]1[C:27]2[O:36][CH:35]=[CH:34][C:28]=2[C:29](=[O:33])[N:30]([CH3:32])[CH:31]=1.Br[C:38]1C2C(=CC=C(C(F)(F)F)C=2)C(=O)N(C)C=1, predict the reaction product. The product is: [CH:1]1([CH2:4][O:5][C:6]2[CH:11]=[CH:10][C:9]([S:12]([CH2:15][CH3:38])(=[O:13])=[O:14])=[CH:8][C:7]=2[C:26]2[C:27]3[O:36][CH:35]=[CH:34][C:28]=3[C:29](=[O:33])[N:30]([CH3:32])[CH:31]=2)[CH2:2][CH2:3]1.